From a dataset of Reaction yield outcomes from USPTO patents with 853,638 reactions. Predict the reaction yield, written as a fraction of the theoretical maximum amount of product (1.0 means a 100% yield; for example, 0.34 means a 34% yield). (1) The reactants are [F:1][C:2]([F:12])([F:11])[C:3]1[C:4](=O)[NH:5][C:6](=O)[NH:7][CH:8]=1.P(Cl)(Cl)([Cl:15])=O.P(=O)(O)(O)O.C(N(C(C)C)CC)(C)C.[ClH:32]. The catalyst is CCOCC. The product is [Cl:32][C:6]1[N:5]=[C:4]([Cl:15])[C:3]([C:2]([F:12])([F:11])[F:1])=[CH:8][N:7]=1. The yield is 0.950. (2) The reactants are [CH2:1]([C@@H:8]1[NH:13][CH2:12][CH2:11][N:10]([C:14]2[CH:19]=[CH:18][C:17]([O:20][CH3:21])=[C:16]([O:22][CH:23]3[CH2:25][CH2:24]3)[CH:15]=2)[CH2:9]1)[C:2]1[CH:7]=[CH:6][CH:5]=[CH:4][CH:3]=1.C([O:28][C:29](=O)[CH2:30][C:31]1[NH:35][CH:34]=[N:33][N:32]=1)C. No catalyst specified. The product is [CH2:1]([C@H:8]1[CH2:9][N:10]([C:14]2[CH:19]=[CH:18][C:17]([O:20][CH3:21])=[C:16]([O:22][CH:23]3[CH2:25][CH2:24]3)[CH:15]=2)[CH2:11][CH2:12][N:13]1[C:29](=[O:28])[CH2:30][C:31]1[NH:35][CH:34]=[N:33][N:32]=1)[C:2]1[CH:3]=[CH:4][CH:5]=[CH:6][CH:7]=1. The yield is 0.150. (3) The reactants are [Cl:1][C:2]1[CH:7]=[CH:6][C:5]([O:8][C:9]2[C:14]([F:15])=[CH:13][C:12]([CH2:16][CH2:17][O:18][C:19]3[NH:20][CH:21]=[C:22]([CH2:26][C:27]4[CH:28]=[N:29][CH:30]=[N:31][CH:32]=4)[C:23](=[O:25])[N:24]=3)=[CH:11][C:10]=2[F:33])=[CH:4][C:3]=1[C:34]([F:37])([F:36])[F:35].[CH3:38]CN(C(C)C)C(C)C.CI. The catalyst is C(Cl)Cl. The product is [Cl:1][C:2]1[CH:7]=[CH:6][C:5]([O:8][C:9]2[C:14]([F:15])=[CH:13][C:12]([CH2:16][CH2:17][O:18][C:19]3[N:20]([CH3:38])[CH:21]=[C:22]([CH2:26][C:27]4[CH:32]=[N:31][CH:30]=[N:29][CH:28]=4)[C:23](=[O:25])[N:24]=3)=[CH:11][C:10]=2[F:33])=[CH:4][C:3]=1[C:34]([F:35])([F:36])[F:37]. The yield is 0.0600. (4) The reactants are [Cl:1][C:2]1[CH:7]=[CH:6][CH:5]=[C:4]([F:8])[C:3]=1[CH2:9][N:10]1[C:14]([CH3:15])=[CH:13][C:12]([N:16]2C(=O)C3C(=CC=CC=3)C2=O)=[N:11]1.O.NN. The catalyst is CCO. The product is [Cl:1][C:2]1[CH:7]=[CH:6][CH:5]=[C:4]([F:8])[C:3]=1[CH2:9][N:10]1[C:14]([CH3:15])=[CH:13][C:12]([NH2:16])=[N:11]1. The yield is 0.730.